From a dataset of Forward reaction prediction with 1.9M reactions from USPTO patents (1976-2016). Predict the product of the given reaction. (1) Given the reactants [CH:1]1[C:13]2[CH:12]([CH2:14][O:15][C:16]([NH:18][C@@H:19]([CH2:32][S:33][C:34]3[CH:39]=[CH:38][CH:37]=[CH:36][CH:35]=3)[CH2:20][CH2:21][CH2:22][CH2:23][NH:24][C:25](=O)OC(C)(C)C)=[O:17])[C:11]3[C:6](=[CH:7][CH:8]=[CH:9][CH:10]=3)[C:5]=2[CH:4]=[CH:3][CH:2]=1.Cl[CH2:41]Cl, predict the reaction product. The product is: [CH3:41][N:24]([CH3:25])[CH2:23][CH2:22][CH2:21][CH2:20][C@@H:19]([NH:18][C:16](=[O:17])[O:15][CH2:14][CH:12]1[C:11]2[CH:10]=[CH:9][CH:8]=[CH:7][C:6]=2[C:5]2[C:13]1=[CH:1][CH:2]=[CH:3][CH:4]=2)[CH2:32][S:33][C:34]1[CH:39]=[CH:38][CH:37]=[CH:36][CH:35]=1. (2) Given the reactants [O:1]1[CH2:6][CH2:5][N:4]([C:7](=[O:26])[CH2:8][C@@H:9]2[CH2:18][C:17]3[C:12](=[CH:13][CH:14]=[CH:15][CH:16]=3)[CH2:11][N:10]2C(OC(C)(C)C)=O)[CH2:3][CH2:2]1.[ClH:27], predict the reaction product. The product is: [ClH:27].[N:4]1([C:7](=[O:26])[CH2:8][C@@H:9]2[CH2:18][C:17]3[C:12](=[CH:13][CH:14]=[CH:15][CH:16]=3)[CH2:11][NH:10]2)[CH2:5][CH2:6][O:1][CH2:2][CH2:3]1. (3) Given the reactants [OH:1]C1C=C(O)C=CC=1CC(O)=O.[CH2:13]1[CH2:18][CH2:17][CH:16]([N:19]=[C:20]=[N:21][CH:22]2[CH2:27][CH2:26][CH2:25][CH2:24][CH2:23]2)[CH2:15][CH2:14]1, predict the reaction product. The product is: [CH:22]1([NH:21][C:20]([NH:19][CH:16]2[CH2:15][CH2:14][CH2:13][CH2:18][CH2:17]2)=[O:1])[CH2:27][CH2:26][CH2:25][CH2:24][CH2:23]1. (4) Given the reactants [CH3:1][O:2][C:3]1[CH:4]=[C:5]([C:11]2[C:22](=[O:23])[NH:21][C:14]3[N:15]=[C:16]([S:19][CH3:20])[N:17]=[CH:18][C:13]=3[CH:12]=2)[CH:6]=[C:7]([O:9][CH3:10])[CH:8]=1.I[CH2:25][CH2:26][C:27]1[N:32]=[C:31]([NH:33][C:34](=[O:40])[O:35][C:36]([CH3:39])([CH3:38])[CH3:37])[CH:30]=[CH:29][CH:28]=1.C([O-])([O-])=O.[K+].[K+].O, predict the reaction product. The product is: [CH3:1][O:2][C:3]1[CH:4]=[C:5]([C:11]2[C:22](=[O:23])[N:21]([CH2:25][CH2:26][C:27]3[N:32]=[C:31]([NH:33][C:34](=[O:40])[O:35][C:36]([CH3:39])([CH3:38])[CH3:37])[CH:30]=[CH:29][CH:28]=3)[C:14]3[N:15]=[C:16]([S:19][CH3:20])[N:17]=[CH:18][C:13]=3[CH:12]=2)[CH:6]=[C:7]([O:9][CH3:10])[CH:8]=1. (5) Given the reactants C(OC([N:8]1[CH2:13][CH2:12][N:11]([C:14]2[CH:19]=[CH:18][C:17]([CH3:20])=[CH:16][N:15]=2)[CH2:10][CH2:9]1)=O)(C)(C)C.Cl, predict the reaction product. The product is: [CH3:20][C:17]1[CH:18]=[CH:19][C:14]([N:11]2[CH2:12][CH2:13][NH:8][CH2:9][CH2:10]2)=[N:15][CH:16]=1. (6) Given the reactants C([Li])CCC.[C:6]([O:10][C:11]([N:13]1[CH2:25][C@@H:24]([CH3:26])[N:23]2[C@H:15]([CH2:16][C:17]3[C:22]2=[N:21][C:20](Br)=[CH:19][CH:18]=3)[CH2:14]1)=[O:12])([CH3:9])([CH3:8])[CH3:7].[CH2:28]([S:30]SCC)[CH3:29].C([O-])(=O)C.[NH4+], predict the reaction product. The product is: [C:6]([O:10][C:11]([N:13]1[CH2:25][C@@H:24]([CH3:26])[N:23]2[C@H:15]([CH2:16][C:17]3[C:22]2=[N:21][C:20]([S:30][CH2:28][CH3:29])=[CH:19][CH:18]=3)[CH2:14]1)=[O:12])([CH3:9])([CH3:8])[CH3:7]. (7) The product is: [NH:5]1[C:13]2[C:8](=[C:9]([NH:14][C:15]([NH:17][CH:18]3[C:27]4[C:22](=[CH:23][CH:24]=[C:25]([CH3:28])[CH:26]=4)[O:21][CH2:20][CH2:19]3)=[O:16])[CH:10]=[CH:11][CH:12]=2)[CH:7]=[N:6]1. Given the reactants COC([N:5]1[C:13]2[C:8](=[C:9]([NH:14][C:15]([NH:17][CH:18]3[C:27]4[C:22](=[CH:23][CH:24]=[C:25]([CH3:28])[CH:26]=4)[O:21][CH2:20][CH2:19]3)=[O:16])[CH:10]=[CH:11][CH:12]=2)[CH:7]=[N:6]1)=O.COC(N1C2C(=C(NC(NC3C4C(=CC(C(C)(C)C)=CC=4)OCC3)=O)C=CC=2)C=N1)=O, predict the reaction product. (8) Given the reactants [N:1]([CH2:4][CH2:5][O:6][CH2:7][CH:8]([CH3:17])[O:9][CH2:10][C:11]1[CH:16]=[CH:15][CH:14]=[CH:13][CH:12]=1)=[N+]=[N-].C1(P(C2C=CC=CC=2)C2C=CC=CC=2)C=CC=CC=1.O1CCCC1.[C:42](O[C:42]([O:44][C:45]([CH3:48])([CH3:47])[CH3:46])=[O:43])([O:44][C:45]([CH3:48])([CH3:47])[CH3:46])=[O:43], predict the reaction product. The product is: [CH2:10]([O:9][CH:8]([CH3:17])[CH2:7][O:6][CH2:5][CH2:4][NH:1][C:42](=[O:43])[O:44][C:45]([CH3:48])([CH3:47])[CH3:46])[C:11]1[CH:16]=[CH:15][CH:14]=[CH:13][CH:12]=1. (9) Given the reactants CC1C=CC(S(O[CH2:12][C@H:13]2[O:18][C:17]3[CH:19]=[C:20]([S:23]([CH3:26])(=[O:25])=[O:24])[CH:21]=[CH:22][C:16]=3[O:15][CH2:14]2)(=O)=O)=CC=1.[CH3:27][CH:28]([CH3:31])[CH2:29][NH2:30], predict the reaction product. The product is: [CH3:27][CH:28]([CH3:31])[CH2:29][NH:30][CH2:12][C@H:13]1[O:18][C:17]2[CH:19]=[C:20]([S:23]([CH3:26])(=[O:24])=[O:25])[CH:21]=[CH:22][C:16]=2[O:15][CH2:14]1. (10) Given the reactants C(OC([N:8]1[C:16]2[C:11](=[C:12]([NH:26][C:27]3[CH:32]=[CH:31][C:30]([I:33])=[CH:29][C:28]=3[F:34])[C:13]([NH:19][S:20]([CH:23]3[CH2:25][CH2:24]3)(=[O:22])=[O:21])=[C:14]([O:17][CH3:18])[CH:15]=2)[CH:10]=[N:9]1)=O)(C)(C)C.C(O)(C(F)(F)F)=O, predict the reaction product. The product is: [F:34][C:28]1[CH:29]=[C:30]([I:33])[CH:31]=[CH:32][C:27]=1[NH:26][C:12]1[C:13]([NH:19][S:20]([CH:23]2[CH2:24][CH2:25]2)(=[O:22])=[O:21])=[C:14]([O:17][CH3:18])[CH:15]=[C:16]2[C:11]=1[CH:10]=[N:9][NH:8]2.